This data is from Full USPTO retrosynthesis dataset with 1.9M reactions from patents (1976-2016). The task is: Predict the reactants needed to synthesize the given product. (1) Given the product [Br:1][C:2]1[CH:3]=[C:4]([CH2:8][CH2:9][NH:10][CH2:14][CH:11]2[CH2:13][CH2:12]2)[CH:5]=[CH:6][CH:7]=1, predict the reactants needed to synthesize it. The reactants are: [Br:1][C:2]1[CH:3]=[C:4]([CH2:8][CH2:9][NH2:10])[CH:5]=[CH:6][CH:7]=1.[CH:11]1([CH:14]=O)[CH2:13][CH2:12]1. (2) The reactants are: [Cl-].COC1N=C(OC)N=C([N+]2(C)CCOCC2)N=1.[NH2:19][C:20]1[CH:25]=[CH:24][CH:23]=[CH:22][CH:21]=1.[Cl:26][CH:27]=[C:28]1[CH:34]=[CH:33][C:32]2[CH:35]=[C:36]([C:39](O)=[O:40])[CH:37]=[CH:38][C:31]=2[O:30][CH2:29]1. Given the product [Cl:26][CH:27]=[C:28]1[CH:34]=[CH:33][C:32]2[CH:35]=[C:36]([C:39]([NH:19][C:20]3[CH:25]=[CH:24][CH:23]=[CH:22][CH:21]=3)=[O:40])[CH:37]=[CH:38][C:31]=2[O:30][CH2:29]1, predict the reactants needed to synthesize it. (3) Given the product [Cl:34][CH2:35][C:36]([NH:1][CH2:2][C:3]1[CH:8]=[CH:7][C:6]([C:9]2[NH:26][C:12]3[N:13]=[CH:14][N:15]=[C:16]([NH:17][C@@H:18]([C:20]4[CH:25]=[CH:24][CH:23]=[CH:22][CH:21]=4)[CH3:19])[C:11]=3[CH:10]=2)=[CH:5][CH:4]=1)=[O:37], predict the reactants needed to synthesize it. The reactants are: [NH2:1][CH2:2][C:3]1[CH:8]=[CH:7][C:6]([C:9]2[NH:26][C:12]3[N:13]=[CH:14][N:15]=[C:16]([NH:17][C@@H:18]([C:20]4[CH:25]=[CH:24][CH:23]=[CH:22][CH:21]=4)[CH3:19])[C:11]=3[CH:10]=2)=[CH:5][CH:4]=1.C(N(CC)CC)C.[Cl:34][CH2:35][C:36](Cl)=[O:37]. (4) The reactants are: [C:1]([N:4]1[CH2:18][C:15]2([CH2:17][CH2:16]2)[C:14]2[C:13]3[C:8](=[CH:9][CH:10]=[CH:11][CH:12]=3)[NH:7][C:6]=2[CH:5]1[C:19]1[CH:24]=[CH:23][CH:22]=[C:21]([F:25])[CH:20]=1)(=O)[CH3:2].Cl.[OH-].[Na+]. Given the product [CH2:1]([N:4]1[CH2:18][C:15]2([CH2:17][CH2:16]2)[C:14]2[C:13]3[C:8](=[CH:9][CH:10]=[CH:11][CH:12]=3)[NH:7][C:6]=2[CH:5]1[C:19]1[CH:24]=[CH:23][CH:22]=[C:21]([F:25])[CH:20]=1)[CH3:2], predict the reactants needed to synthesize it.